This data is from Full USPTO retrosynthesis dataset with 1.9M reactions from patents (1976-2016). The task is: Predict the reactants needed to synthesize the given product. (1) Given the product [Br:9][C:10]1[CH:11]=[CH:12][C:13]([O:16][C:17]([F:18])([F:19])[F:20])=[C:14]([CH:15]=1)[C:21]([OH:23])=[O:22], predict the reactants needed to synthesize it. The reactants are: [Li+].CC([N-]C(C)C)C.[Br:9][C:10]1[CH:15]=[CH:14][C:13]([O:16][C:17]([F:20])([F:19])[F:18])=[CH:12][CH:11]=1.[C:21](=[O:23])=[O:22]. (2) Given the product [Cl:3][CH2:23][C:19]1[CH:20]=[N:21][CH:22]=[C:17]([C:13]2[CH:14]=[CH:15][CH:16]=[C:11]([Cl:10])[CH:12]=2)[CH:18]=1, predict the reactants needed to synthesize it. The reactants are: S(Cl)([Cl:3])=O.CN(C)C=O.[Cl:10][C:11]1[CH:12]=[C:13]([C:17]2[CH:18]=[C:19]([CH2:23]O)[CH:20]=[N:21][CH:22]=2)[CH:14]=[CH:15][CH:16]=1. (3) Given the product [Cl:29][C:23]1[CH:24]=[CH:25][CH:26]=[C:27]([Cl:28])[C:22]=1[C:14]1[C:13]([C:11]([NH:10][C:7]2[CH:8]=[CH:9][C:4]([N:3]([CH2:30][CH3:31])[CH2:1][CH3:2])=[CH:5][CH:6]=2)=[O:12])=[C:17]([CH2:18][CH2:19][CH2:20][OH:21])[O:16][N:15]=1, predict the reactants needed to synthesize it. The reactants are: [CH2:1]([N:3]([CH2:30][CH3:31])[C:4]1[CH:9]=[CH:8][C:7]([NH:10][C:11]([C:13]2[C:14]([C:22]3[C:27]([Cl:28])=[CH:26][CH:25]=[CH:24][C:23]=3[Cl:29])=[N:15][O:16][C:17]=2[CH2:18][CH2:19][CH:20]=[O:21])=[O:12])=[CH:6][CH:5]=1)[CH3:2].[BH4-].[Na+].Cl.O. (4) Given the product [F:1][C:2]1[CH:16]=[CH:15][CH:14]=[CH:13][C:3]=1[CH2:4][O:5][C:6]1[CH:11]=[CH:10][C:9]([NH:12][C:27]([NH:26][C:23]2[CH:22]=[C:21]([C:17]([CH3:20])([CH3:19])[CH3:18])[O:25][N:24]=2)=[O:28])=[CH:8][CH:7]=1, predict the reactants needed to synthesize it. The reactants are: [F:1][C:2]1[CH:16]=[CH:15][CH:14]=[CH:13][C:3]=1[CH2:4][O:5][C:6]1[CH:11]=[CH:10][C:9]([NH2:12])=[CH:8][CH:7]=1.[C:17]([C:21]1[O:25][N:24]=[C:23]([N:26]=[C:27]=[O:28])[CH:22]=1)([CH3:20])([CH3:19])[CH3:18]. (5) Given the product [Br:8][C:9]1[CH:10]=[CH:11][C:12]2[CH:13]=[C:2]([C:1]([O:5][CH2:6][CH3:7])=[O:4])[S:3][C:15]=2[CH:16]=1, predict the reactants needed to synthesize it. The reactants are: [C:1]([O:5][CH2:6][CH3:7])(=[O:4])[CH2:2][SH:3].[Br:8][C:9]1[CH:16]=[CH:15][C:12]([CH:13]=O)=[C:11](F)[CH:10]=1.C(N(CC)CC)C. (6) The reactants are: [Cl:1][C:2]1[N:3]=[C:4]([N:17]2[CH2:22][CH2:21][O:20][CH2:19][CH2:18]2)[C:5]2[O:10][C:9]3[N:11]=[CH:12][C:13]([CH:15]=O)=[CH:14][C:8]=3[C:6]=2[N:7]=1.[N:23]1([CH2:29][CH2:30][C:31]#[N:32])[CH2:28][CH2:27][NH:26][CH2:25][CH2:24]1.[BH-](OC(C)=O)(OC(C)=O)OC(C)=O.[Na+].[BH3-]C#N.[Na+]. Given the product [Cl:1][C:2]1[N:3]=[C:4]([N:17]2[CH2:22][CH2:21][O:20][CH2:19][CH2:18]2)[C:5]2[O:10][C:9]3[N:11]=[CH:12][C:13]([CH2:15][N:26]4[CH2:27][CH2:28][N:23]([CH2:29][CH2:30][C:31]#[N:32])[CH2:24][CH2:25]4)=[CH:14][C:8]=3[C:6]=2[N:7]=1, predict the reactants needed to synthesize it. (7) Given the product [NH2:5][C:4]1[N:15]([CH2:14][CH2:13][OH:12])[N:16]=[C:2]([C:6]2[CH:11]=[CH:10][CH:9]=[CH:8][N:7]=2)[CH:3]=1, predict the reactants needed to synthesize it. The reactants are: O=[C:2]([C:6]1[CH:11]=[CH:10][CH:9]=[CH:8][N:7]=1)[CH2:3][C:4]#[N:5].[OH:12][CH2:13][CH2:14][NH:15][NH2:16]. (8) Given the product [CH3:1][O:2][C:3](=[O:26])[CH2:4][CH2:5][C:6]1[CH:11]=[CH:10][C:9]([C:12]([C:15]2[CH:20]=[CH:19][C:18]([O:21][CH2:39][C@@H:37]([OH:38])[CH2:36][OH:35])=[C:17]([CH3:22])[CH:16]=2)([CH2:13][CH3:14])[CH2:23][CH3:24])=[CH:8][C:7]=1[CH3:25], predict the reactants needed to synthesize it. The reactants are: [CH3:1][O:2][C:3](=[O:26])[CH2:4][CH2:5][C:6]1[CH:11]=[CH:10][C:9]([C:12]([CH2:23][CH3:24])([C:15]2[CH:20]=[CH:19][C:18]([OH:21])=[C:17]([CH3:22])[CH:16]=2)[CH2:13][CH3:14])=[CH:8][C:7]=1[CH3:25].C([O-])([O-])=O.[K+].[K+].CC1(C)[O:38][C@H:37]([CH2:39]OS(C2C=CC(C)=CC=2)(=O)=O)[CH2:36][O:35]1. (9) Given the product [CH3:2][O:3][C:4](=[O:16])[C@@H:5]([NH2:15])[CH2:6][C:7]1[CH:12]=[CH:11][C:10]([O:13][C:17](=[O:22])[C:18]([CH3:21])([CH3:20])[CH3:19])=[C:9]([O:14][C:17](=[O:22])[C:18]([CH3:21])([CH3:20])[CH3:19])[CH:8]=1, predict the reactants needed to synthesize it. The reactants are: Cl.[CH3:2][O:3][C:4](=[O:16])[C@@H:5]([NH2:15])[CH2:6][C:7]1[CH:12]=[CH:11][C:10]([OH:13])=[C:9]([OH:14])[CH:8]=1.[C:17](Cl)(=[O:22])[C:18]([CH3:21])([CH3:20])[CH3:19]. (10) Given the product [ClH:1].[NH:2]1[C:6]2[CH:7]=[CH:8][CH:9]=[CH:10][C:5]=2[N:4]=[C:3]1[C@H:11]([NH:21][C:33]([NH:32][CH:23]1[CH2:24][CH2:25][C:26]2[C:31](=[CH:30][CH:29]=[CH:28][CH:27]=2)[CH2:22]1)=[O:34])[CH2:12][C:13]1[CH:18]=[CH:17][C:16]([O:19][CH3:20])=[CH:15][CH:14]=1, predict the reactants needed to synthesize it. The reactants are: [ClH:1].[NH:2]1[C:6]2[CH:7]=[CH:8][CH:9]=[CH:10][C:5]=2[N:4]=[C:3]1[C@H:11]([NH2:21])[CH2:12][C:13]1[CH:18]=[CH:17][C:16]([O:19][CH3:20])=[CH:15][CH:14]=1.[CH2:22]1[C:31]2[C:26](=[CH:27][CH:28]=[CH:29][CH:30]=2)[CH2:25][CH2:24][CH:23]1[NH2:32].[C:33](O)(C(F)(F)F)=[O:34].